This data is from Peptide-MHC class I binding affinity with 185,985 pairs from IEDB/IMGT. The task is: Regression. Given a peptide amino acid sequence and an MHC pseudo amino acid sequence, predict their binding affinity value. This is MHC class I binding data. The peptide sequence is ISNYICVAW. The MHC is HLA-B27:05 with pseudo-sequence HLA-B27:05. The binding affinity (normalized) is 0.0847.